From a dataset of Peptide-MHC class I binding affinity with 185,985 pairs from IEDB/IMGT. Regression. Given a peptide amino acid sequence and an MHC pseudo amino acid sequence, predict their binding affinity value. This is MHC class I binding data. (1) The peptide sequence is TPRGAVMDI. The MHC is HLA-B07:02 with pseudo-sequence HLA-B07:02. The binding affinity (normalized) is 0.952. (2) The peptide sequence is FQPQNGIFI. The MHC is H-2-Kb with pseudo-sequence H-2-Kb. The binding affinity (normalized) is 0.0258. (3) The binding affinity (normalized) is 0.0847. The peptide sequence is GRKTPLLCF. The MHC is HLA-A31:01 with pseudo-sequence HLA-A31:01. (4) The peptide sequence is EVAEKDAMY. The MHC is HLA-A29:02 with pseudo-sequence HLA-A29:02. The binding affinity (normalized) is 0.0847. (5) The peptide sequence is VMTEGRHAV. The MHC is HLA-B35:01 with pseudo-sequence HLA-B35:01. The binding affinity (normalized) is 0.0847. (6) The peptide sequence is YHSNVKEL. The MHC is Patr-A0101 with pseudo-sequence Patr-A0101. The binding affinity (normalized) is 0.0904. (7) The peptide sequence is MPKDGLKVL. The MHC is HLA-B07:02 with pseudo-sequence HLA-B07:02. The binding affinity (normalized) is 0.382. (8) The MHC is HLA-B08:03 with pseudo-sequence HLA-B08:03. The binding affinity (normalized) is 0.0847. The peptide sequence is IDVKDTKEAL.